Dataset: Peptide-MHC class II binding affinity with 134,281 pairs from IEDB. Task: Regression. Given a peptide amino acid sequence and an MHC pseudo amino acid sequence, predict their binding affinity value. This is MHC class II binding data. (1) The peptide sequence is ESWIVDRQWAQDLTL. The MHC is DRB1_0701 with pseudo-sequence DRB1_0701. The binding affinity (normalized) is 0.379. (2) The peptide sequence is FRELVRNCDLPVWLS. The MHC is HLA-DQA10601-DQB10402 with pseudo-sequence HLA-DQA10601-DQB10402. The binding affinity (normalized) is 0.